Dataset: Full USPTO retrosynthesis dataset with 1.9M reactions from patents (1976-2016). Task: Predict the reactants needed to synthesize the given product. (1) Given the product [Cl:25][C:6]1[C:7](=[O:24])[N:8]([CH2:9][CH2:10][C:11]2[CH:23]=[CH:22][C:14]([C:15]([O:17][C:18]([CH3:21])([CH3:20])[CH3:19])=[O:16])=[CH:13][CH:12]=2)[C:3]([CH2:2][N:43]2[C:44]3[C:40](=[CH:39][CH:38]=[C:37]([O:36][CH2:34][CH3:35])[CH:45]=3)[CH2:41][CH2:42]2)=[C:4]([Cl:26])[CH:5]=1, predict the reactants needed to synthesize it. The reactants are: Br[CH2:2][C:3]1[N:8]([CH2:9][CH2:10][C:11]2[CH:23]=[CH:22][C:14]([C:15]([O:17][C:18]([CH3:21])([CH3:20])[CH3:19])=[O:16])=[CH:13][CH:12]=2)[C:7](=[O:24])[C:6]([Cl:25])=[CH:5][C:4]=1[Cl:26].C(=O)([O-])[O-].[K+].[K+].Cl.[CH2:34]([O:36][C:37]1[CH:45]=[C:44]2[C:40]([CH2:41][CH2:42][NH:43]2)=[CH:39][CH:38]=1)[CH3:35].O. (2) Given the product [OH:5][CH:6]1[CH2:7][CH:8]([NH:11][C:12](=[O:21])[O:13][CH2:14][C:15]2[CH:20]=[CH:19][CH:18]=[CH:17][CH:16]=2)[CH:9]([CH2:4][OH:3])[CH2:10]1, predict the reactants needed to synthesize it. The reactants are: [BH4-].[Na+].[O:3]=[C:4]1[CH:9]2[CH2:10][CH:6]([CH2:7][CH:8]2[NH:11][C:12](=[O:21])[O:13][CH2:14][C:15]2[CH:20]=[CH:19][CH:18]=[CH:17][CH:16]=2)[O:5]1.[Cl-].[Cl-].[Ca+2].Cl. (3) Given the product [N:19]1([C:16]2[CH:15]=[CH:14][C:13]3[NH:12][CH:11]=[C:10]4[C:25](=[O:26])[N:7]([C:1]5[CH:6]=[CH:5][CH:4]=[CH:3][N:29]=5)[N:8]=[C:9]4[C:18]=3[N:17]=2)[CH2:20][CH2:21][NH:22][CH2:23][CH2:24]1, predict the reactants needed to synthesize it. The reactants are: [C:1]1([N:7]2[C:25](=[O:26])[C:10]3=[CH:11][NH:12][C:13]4[CH:14]=[CH:15][C:16]([N:19]5[CH2:24][CH2:23][NH:22][CH2:21][CH2:20]5)=[N:17][C:18]=4[C:9]3=[N:8]2)[CH:6]=[CH:5][CH:4]=[CH:3]C=1.FC1C=CC2NC=C3C(=O)N(C4C=CC=CN=4)N=C3C=2[N:29]=1. (4) The reactants are: Br[C:2]1[CH:7]=[CH:6][CH:5]=[CH:4][C:3]=1[N+:8]([O-])=O.C(P(C(C)(C)C)C1C=CC=CC=1C1C=CC=CC=1)(C)(C)C.[C:32]([O:35][C:36]1[CH:43]=[CH:42][C:39]([CH:40]=[CH2:41])=[CH:38][CH:37]=1)(=[O:34])[CH3:33].C(N(CC)C(C)C)(C)C. Given the product [NH2:8][C:3]1[CH:4]=[CH:5][CH:6]=[CH:7][C:2]=1[CH:41]=[CH:40][C:39]1[CH:42]=[CH:43][C:36]([O:35][C:32](=[O:34])[CH3:33])=[CH:37][CH:38]=1, predict the reactants needed to synthesize it.